From a dataset of hERG potassium channel inhibition data for cardiac toxicity prediction from Karim et al.. Regression/Classification. Given a drug SMILES string, predict its toxicity properties. Task type varies by dataset: regression for continuous values (e.g., LD50, hERG inhibition percentage) or binary classification for toxic/non-toxic outcomes (e.g., AMES mutagenicity, cardiotoxicity, hepatotoxicity). Dataset: herg_karim. (1) The compound is N[C@@H](Cn1c(=O)ccc2ncc(F)cc21)C1CCC(NCc2ccc3c(n2)NC(=O)CO3)CC1. The result is 0 (non-blocker). (2) The compound is O=C(CCCN1CCC(O)(c2ccccc2)CC1)c1ccccc1. The result is 1 (blocker). (3) The molecule is CNCC(O)(Cc1cc2c(=O)c(C(=O)NCc3ccc(Cl)cc3)cn(C)c2s1)c1ccccn1. The result is 1 (blocker). (4) The drug is Cc1c([C@@H](O)CN2CCN(CC(O)c3cc(C4CC4)c(C#N)cn3)CC2)ccc2c1COC2=O. The result is 0 (non-blocker). (5) The drug is Cc1nc([C@]2(c3cnn(CC4CC4)c3)N[C@@H](c3nc(-c4ccc(F)cn4)c[nH]3)Cc3c2[nH]c2ccccc32)no1. The result is 1 (blocker).